Dataset: CYP1A2 inhibition data for predicting drug metabolism from PubChem BioAssay. Task: Regression/Classification. Given a drug SMILES string, predict its absorption, distribution, metabolism, or excretion properties. Task type varies by dataset: regression for continuous measurements (e.g., permeability, clearance, half-life) or binary classification for categorical outcomes (e.g., BBB penetration, CYP inhibition). Dataset: cyp1a2_veith. (1) The drug is Cc1cc(O)c(/C=N/Nc2ccc(Cl)cc2)c(=O)o1. The result is 1 (inhibitor). (2) The molecule is Cc1cc2c(cc1Cl)N(C(=O)Nc1ccnc3ccccc13)CC2. The result is 1 (inhibitor).